This data is from Full USPTO retrosynthesis dataset with 1.9M reactions from patents (1976-2016). The task is: Predict the reactants needed to synthesize the given product. (1) Given the product [CH:1]1([N:5]2[C:9]3[CH:10]=[C:11]([F:14])[CH:12]=[CH:13][C:8]=3[N:7]=[C:6]2[C@@H:15]([NH:17][C:19]2[N:27]=[CH:26][N:25]=[C:24]3[C:20]=2[N:21]=[CH:22][NH:23]3)[CH3:16])[CH2:2][CH2:3][CH2:4]1, predict the reactants needed to synthesize it. The reactants are: [CH:1]1([N:5]2[C:9]3[CH:10]=[C:11]([F:14])[CH:12]=[CH:13][C:8]=3[N:7]=[C:6]2[C@@H:15]([NH2:17])[CH3:16])[CH2:4][CH2:3][CH2:2]1.Cl[C:19]1[N:27]=[CH:26][N:25]=[C:24]2[C:20]=1[N:21]=[CH:22][N:23]2C1CCCCO1.CCN(C(C)C)C(C)C. (2) Given the product [OH:1][N:2]=[C:3]([C:26]1[CH:31]=[CH:30][N:29]=[C:28]([CH3:32])[CH:27]=1)[CH2:4][CH:5]([C:13]1[CH:18]=[CH:17][C:16]([CH2:19][CH2:20][CH2:21][CH2:22][C:23]([OH:25])=[O:24])=[CH:15][CH:14]=1)[C:6]1[CH:11]=[CH:10][CH:9]=[CH:8][C:7]=1[CH3:12], predict the reactants needed to synthesize it. The reactants are: [OH:1][N:2]=[C:3]([C:26]1[CH:31]=[CH:30][N:29]=[C:28]([CH3:32])[CH:27]=1)[CH2:4][CH:5]([C:13]1[CH:18]=[CH:17][C:16]([C:19]#[C:20][CH2:21][CH2:22][C:23]([OH:25])=[O:24])=[CH:15][CH:14]=1)[C:6]1[CH:11]=[CH:10][CH:9]=[CH:8][C:7]=1[CH3:12]. (3) Given the product [Cl:19][C:20]1[CH:21]=[CH:22][C:23]([N:26]2[CH2:31][CH2:30][N:29]([CH2:14][CH2:13][CH2:12][C:11]3[N:7]([C:1]4[CH:6]=[CH:5][CH:4]=[CH:3][CH:2]=4)[N:8]=[C:9]([CH2:16][CH2:17][CH3:18])[CH:10]=3)[CH2:28][CH2:27]2)=[CH:24][CH:25]=1, predict the reactants needed to synthesize it. The reactants are: [C:1]1([N:7]2[C:11]([CH2:12][CH2:13][CH:14]=O)=[CH:10][C:9]([CH2:16][CH2:17][CH3:18])=[N:8]2)[CH:6]=[CH:5][CH:4]=[CH:3][CH:2]=1.[Cl:19][C:20]1[CH:25]=[CH:24][C:23]([N:26]2[CH2:31][CH2:30][NH:29][CH2:28][CH2:27]2)=[CH:22][CH:21]=1.CCN(C(C)C)C(C)C.[BH-](OC(C)=O)(OC(C)=O)OC(C)=O.[Na+]. (4) The reactants are: [C:1]([O:7][CH2:8][CH2:9][C@@H:10]1[O:38][C@@H:14]2[C@@H:15]([OH:37])[C@@H:16]3[O:21][C@H:20]([CH2:22][CH:23]([OH:26])[CH2:24][OH:25])[C@H:19]([O:27][Si:28]([CH:34]([CH3:36])[CH3:35])([CH:31]([CH3:33])[CH3:32])[O:29][CH3:30])[C@@H:17]3[O:18][C@H:13]2[CH2:12][CH2:11]1)(=[O:6])[C:2]([CH3:5])([CH3:4])[CH3:3].CO[C:41](OC)([CH3:43])[CH3:42].C1(C)C=CC(S([O-])(=O)=O)=CC=1.[NH+]1C=CC=CC=1.C([O-])(O)=O.[Na+].[Na+].[Cl-]. Given the product [C:1]([O:7][CH2:8][CH2:9][C@@H:10]1[O:38][C@@H:14]2[C@@H:15]([OH:37])[C@@H:16]3[O:21][C@H:20]([CH2:22][CH:23]4[CH2:24][O:25][C:41]([CH3:43])([CH3:42])[O:26]4)[C@H:19]([O:27][Si:28]([CH:34]([CH3:36])[CH3:35])([CH:31]([CH3:32])[CH3:33])[O:29][CH3:30])[C@@H:17]3[O:18][C@H:13]2[CH2:12][CH2:11]1)(=[O:6])[C:2]([CH3:5])([CH3:4])[CH3:3], predict the reactants needed to synthesize it. (5) The reactants are: C1CN([P+](ON2N=NC3C=CC=CC2=3)(N2CCCC2)N2CCCC2)CC1.F[P-](F)(F)(F)(F)F.[C:34]([O:38][C:39]([NH:41][C:42]1[S:46][C:45]([C:47]2[C:52]([F:53])=[CH:51][CH:50]=[CH:49][C:48]=2[F:54])=[N:44][C:43]=1[C:55]([OH:57])=O)=[O:40])([CH3:37])([CH3:36])[CH3:35].FC1C(N)CCCN(C2NN=CC=2[N+]([O-])=O)C1.[NH2:75][C:76]1[CH:77]=[N:78][N:79]([CH2:96][CH:97]([F:99])[F:98])[C:80]=1[N:81]1[CH2:87][CH2:86][CH:85]([F:88])[CH:84]([NH:89][C:90](=[O:95])[C:91]([F:94])([F:93])[F:92])[CH2:83][CH2:82]1.CCN(C(C)C)C(C)C. Given the product [F:99][CH:97]([F:98])[CH2:96][N:79]1[C:80]([N:81]2[CH2:82][CH2:83][CH:84]([NH:89][C:90](=[O:95])[C:91]([F:94])([F:93])[F:92])[CH:85]([F:88])[CH2:86][CH2:87]2)=[C:76]([NH:75][C:55]([C:43]2[N:44]=[C:45]([C:47]3[C:52]([F:53])=[CH:51][CH:50]=[CH:49][C:48]=3[F:54])[S:46][C:42]=2[NH:41][C:39](=[O:40])[O:38][C:34]([CH3:35])([CH3:37])[CH3:36])=[O:57])[CH:77]=[N:78]1, predict the reactants needed to synthesize it. (6) Given the product [I:24][C:21]1[CH:22]=[CH:23][C:18]([O:3][CH:4]2[CH2:5][CH2:6][N:7]([C:10]([O:12][C:13]([CH3:16])([CH3:15])[CH3:14])=[O:11])[CH2:8][CH2:9]2)=[CH:19][CH:20]=1, predict the reactants needed to synthesize it. The reactants are: [H-].[Na+].[OH:3][CH:4]1[CH2:9][CH2:8][N:7]([C:10]([O:12][C:13]([CH3:16])([CH3:15])[CH3:14])=[O:11])[CH2:6][CH2:5]1.F[C:18]1[CH:23]=[CH:22][C:21]([I:24])=[CH:20][CH:19]=1. (7) The reactants are: [OH:1][C:2]1[CH:3]=[C:4]([CH:8]=[C:9]([S:11]([F:16])([F:15])([F:14])([F:13])[F:12])[CH:10]=1)[C:5]([OH:7])=[O:6].Br[CH2:18][CH2:19][CH2:20][NH:21][C:22](=[O:28])[O:23][C:24]([CH3:27])([CH3:26])[CH3:25].C(=O)([O-])[O-].[Cs+].[Cs+].Cl.O.[OH-].[Li+]. Given the product [C:24]([O:23][C:22]([NH:21][CH2:20][CH2:19][CH2:18][O:1][C:2]1[CH:3]=[C:4]([CH:8]=[C:9]([S:11]([F:16])([F:12])([F:13])([F:14])[F:15])[CH:10]=1)[C:5]([OH:7])=[O:6])=[O:28])([CH3:27])([CH3:26])[CH3:25], predict the reactants needed to synthesize it.